Predict the reactants needed to synthesize the given product. From a dataset of Full USPTO retrosynthesis dataset with 1.9M reactions from patents (1976-2016). (1) Given the product [CH2:1]([O:3][C:4]([N:6]1[CH2:11][CH2:10][CH:9]([C:12]2[C:20]3[C:15](=[CH:16][C:17]([F:21])=[CH:18][CH:19]=3)[N:14]([CH2:23][C:24]3[S:25][CH:26]=[CH:27][CH:28]=3)[CH:13]=2)[CH2:8][CH2:7]1)=[O:5])[CH3:2], predict the reactants needed to synthesize it. The reactants are: [CH2:1]([O:3][C:4]([N:6]1[CH2:11][CH2:10][CH:9]([C:12]2[C:20]3[C:15](=[CH:16][C:17]([F:21])=[CH:18][CH:19]=3)[NH:14][CH:13]=2)[CH2:8][CH2:7]1)=[O:5])[CH3:2].Br[CH2:23][C:24]1[S:25][CH:26]=[CH:27][CH:28]=1. (2) Given the product [C:1]([O:4][C:5]1[CH:6]=[CH:7][C:8]([C:11]2[CH:12]([C:26]3[CH:31]=[CH:30][N:29]=[CH:28][CH:27]=3)[O:13][C:14]3[C:19]([CH:20]=2)=[CH:18][CH:17]=[C:16]([O:22][C:23](=[O:25])[CH3:24])[CH:15]=3)=[CH:9][CH:10]=1)(=[O:3])[CH3:2], predict the reactants needed to synthesize it. The reactants are: [C:1]([O:4][C:5]1[CH:10]=[CH:9][C:8]([CH:11]2[CH:20](O)[C:19]3[C:14](=[CH:15][C:16]([O:22][C:23](=[O:25])[CH3:24])=[CH:17][CH:18]=3)[O:13][CH:12]2[C:26]2[CH:31]=[CH:30][N:29]=[CH:28][CH:27]=2)=[CH:7][CH:6]=1)(=[O:3])[CH3:2].O=P12OP3(OP(OP(O3)(O1)=O)(=O)O2)=O. (3) The reactants are: [C:1]([C:5]1[CH:6]=[CH:7][C:8]([CH3:12])=[C:9]([NH2:11])[CH:10]=1)([CH3:4])([CH3:3])[CH3:2].[C:13](O[C:13]([O:15][C:16]([CH3:19])([CH3:18])[CH3:17])=[O:14])([O:15][C:16]([CH3:19])([CH3:18])[CH3:17])=[O:14]. Given the product [C:16]([O:15][C:13](=[O:14])[NH:11][C:9]1[CH:10]=[C:5]([C:1]([CH3:4])([CH3:3])[CH3:2])[CH:6]=[CH:7][C:8]=1[CH3:12])([CH3:19])([CH3:18])[CH3:17], predict the reactants needed to synthesize it. (4) Given the product [CH2:34]([N:38]1[CH2:43][CH2:42][N:41]([C:1](=[NH:2])[C:3]2[CH:4]=[C:5]([NH:9][C:10](=[O:33])[NH:11][C:12]3[CH:17]=[CH:16][C:15]([S:18]([NH:21][CH2:22][C:23]4[CH:28]=[CH:27][C:26]([S:29](=[O:31])(=[O:32])[NH2:30])=[CH:25][CH:24]=4)(=[O:20])=[O:19])=[CH:14][CH:13]=3)[CH:6]=[CH:7][CH:8]=2)[CH2:40][C:39]1=[O:44])[CH2:35][CH2:36][CH3:37], predict the reactants needed to synthesize it. The reactants are: [C:1]([C:3]1[CH:4]=[C:5]([NH:9][C:10](=[O:33])[NH:11][C:12]2[CH:17]=[CH:16][C:15]([S:18]([NH:21][CH2:22][C:23]3[CH:28]=[CH:27][C:26]([S:29](=[O:32])(=[O:31])[NH2:30])=[CH:25][CH:24]=3)(=[O:20])=[O:19])=[CH:14][CH:13]=2)[CH:6]=[CH:7][CH:8]=1)#[N:2].[CH2:34]([N:38]1[CH2:43][CH2:42][NH:41][CH2:40][C:39]1=[O:44])[CH2:35][CH2:36][CH3:37]. (5) Given the product [Cl:20][C:17]1[CH:18]=[CH:19][C:14]([NH:13][C:4]([C:3]2[CH:7]=[CH:8][C:9]([C:11]#[N:12])=[CH:10][C:2]=2[F:1])=[O:6])=[C:15]([C:21](=[O:22])[NH:23][C:24]2[CH:29]=[CH:28][C:27]([Cl:30])=[CH:26][N:25]=2)[CH:16]=1, predict the reactants needed to synthesize it. The reactants are: [F:1][C:2]1[CH:10]=[C:9]([C:11]#[N:12])[CH:8]=[CH:7][C:3]=1[C:4]([OH:6])=O.[NH2:13][C:14]1[CH:19]=[CH:18][C:17]([Cl:20])=[CH:16][C:15]=1[C:21]([NH:23][C:24]1[CH:29]=[CH:28][C:27]([Cl:30])=[CH:26][N:25]=1)=[O:22].N1C=CC=CC=1. (6) Given the product [CH3:26][O:27][C:28]([N:30]1[CH2:34][CH2:33][C:32]([CH:41]([OH:42])[C:7]2[CH:8]=[C:9]3[C:13](=[CH:14][CH:15]=2)[N:12]([Si:16]([CH:20]([CH3:21])[CH3:22])([CH:23]([CH3:25])[CH3:24])[CH:17]([CH3:19])[CH3:18])[CH:11]=[CH:10]3)([C:35]2[CH:40]=[CH:39][CH:38]=[CH:37][CH:36]=2)[CH2:31]1)=[O:29], predict the reactants needed to synthesize it. The reactants are: C([Li])(C)(C)C.Br[C:7]1[CH:8]=[C:9]2[C:13](=[CH:14][CH:15]=1)[N:12]([Si:16]([CH:23]([CH3:25])[CH3:24])([CH:20]([CH3:22])[CH3:21])[CH:17]([CH3:19])[CH3:18])[CH:11]=[CH:10]2.[CH3:26][O:27][C:28]([N:30]1[CH2:34][CH2:33][C:32]([CH:41]=[O:42])([C:35]2[CH:40]=[CH:39][CH:38]=[CH:37][CH:36]=2)[CH2:31]1)=[O:29]. (7) Given the product [F:16][C:17]([F:29])([F:30])[C:18]1[CH:19]=[C:20]([NH:21][C:2]2[C:7]([C:8]([O:10][CH2:11][CH3:12])=[O:9])=[C:6]([CH3:13])[N:5]=[C:4]([S:14][CH3:15])[N:3]=2)[CH:22]=[C:23]([C:25]([F:26])([F:28])[F:27])[CH:24]=1, predict the reactants needed to synthesize it. The reactants are: Cl[C:2]1[C:7]([C:8]([O:10][CH2:11][CH3:12])=[O:9])=[C:6]([CH3:13])[N:5]=[C:4]([S:14][CH3:15])[N:3]=1.[F:16][C:17]([F:30])([F:29])[C:18]1[CH:19]=[C:20]([CH:22]=[C:23]([C:25]([F:28])([F:27])[F:26])[CH:24]=1)[NH2:21].